This data is from SARS-CoV-2 main protease (3CLPro) crystallographic fragment screen with 879 compounds. The task is: Binary Classification. Given a drug SMILES string, predict its activity (active/inactive) in a high-throughput screening assay against a specified biological target. (1) The result is 0 (inactive). The drug is COC(C)c1nc(-c2cnoc2C)cs1. (2) The drug is CCn1cc(NC(=O)C2CCC2)cn1. The result is 0 (inactive). (3) The result is 0 (inactive). The compound is CC(=O)Nc1cc(C(=O)O)ccc1F. (4) The compound is O=C(OCc1ccc(Cl)cc1)c1cccnc1. The result is 0 (inactive). (5) The molecule is COC(=O)C1(c2ccccn2)CCCC1. The result is 0 (inactive). (6) The compound is CCOC(=O)c1ccoc1. The result is 0 (inactive).